This data is from Reaction yield outcomes from USPTO patents with 853,638 reactions. The task is: Predict the reaction yield, written as a fraction of the theoretical maximum amount of product (1.0 means a 100% yield; for example, 0.34 means a 34% yield). (1) The reactants are [I:1][C:2]1[CH:3]=[C:4]([C:8](=[O:15])[CH2:9][C:10](OCC)=[O:11])[CH:5]=[CH:6][CH:7]=1.[C:16]([OH:20])([CH3:19])([CH3:18])[CH3:17]. No catalyst specified. The product is [I:1][C:2]1[CH:3]=[C:4]([C:8](=[O:15])[CH2:9][C:10]([O:20][C:16]([CH3:19])([CH3:18])[CH3:17])=[O:11])[CH:5]=[CH:6][CH:7]=1. The yield is 0.380. (2) The reactants are [CH3:1][C:2]1[C:3]([C:7]([O:9][CH2:10][CH3:11])=[O:8])=[N:4][NH:5][CH:6]=1.[CH3:12][O:13][C:14]1[CH:19]=[CH:18][CH:17]=[CH:16][C:15]=1B(O)O.N1C=CC=CC=1. The catalyst is CN(C)C(=O)C.C([O-])(=O)C.[Cu+2].C([O-])(=O)C. The product is [CH3:12][O:13][C:14]1[CH:19]=[CH:18][CH:17]=[CH:16][C:15]=1[N:5]1[CH:6]=[C:2]([CH3:1])[C:3]([C:7]([O:9][CH2:10][CH3:11])=[O:8])=[N:4]1. The yield is 0.250. (3) The reactants are [CH3:1][C:2]1([CH3:15])[C:10]2[C:5](=[CH:6][C:7]([S:11](Cl)(=[O:13])=[O:12])=[CH:8][CH:9]=2)[CH2:4][CH2:3]1.[CH3:16][C:17]1[CH:21]=[C:20]([NH2:22])[N:19]([C:23]2[CH:32]=[CH:31][CH:30]=[C:29]3[C:24]=2[CH:25]=[CH:26][CH:27]=[N:28]3)[N:18]=1. The catalyst is N1C=CC=CC=1. The product is [CH3:1][C:2]1([CH3:15])[C:10]2[C:5](=[CH:6][C:7]([S:11]([NH:22][C:20]3[N:19]([C:23]4[CH:32]=[CH:31][CH:30]=[C:29]5[C:24]=4[CH:25]=[CH:26][CH:27]=[N:28]5)[N:18]=[C:17]([CH3:16])[CH:21]=3)(=[O:13])=[O:12])=[CH:8][CH:9]=2)[CH2:4][CH2:3]1. The yield is 0.280. (4) The reactants are O[CH:2]1[C:11]2[C:6](=[CH:7][CH:8]=[C:9]([C:12]#[N:13])[CH:10]=2)[NH:5][CH:4]([C:14]2[CH:19]=[CH:18][CH:17]=[C:16]([N+:20]([O-:22])=[O:21])[CH:15]=2)[C:3]1([CH3:24])[CH3:23].FC(F)(F)C(O)=O. The catalyst is C([SiH](CC)CC)C. The product is [CH3:23][C:3]1([CH3:24])[CH2:2][C:11]2[C:6](=[CH:7][CH:8]=[C:9]([C:12]#[N:13])[CH:10]=2)[NH:5][CH:4]1[C:14]1[CH:19]=[CH:18][CH:17]=[C:16]([N+:20]([O-:22])=[O:21])[CH:15]=1. The yield is 0.160. (5) The reactants are Br[CH2:2][CH:3]([CH2:10][CH2:11][CH2:12][CH2:13][CH2:14][CH2:15][CH2:16][CH3:17])[CH2:4][CH2:5][CH2:6][CH2:7][CH2:8][CH3:9].[Mg].II.Br[C:22]1[CH:26]=[CH:25][S:24][CH:23]=1. The catalyst is O1CCCC1.C1C=CC(P(C2C=CC=CC=2)[C-]2C=CC=C2)=CC=1.C1C=CC(P(C2C=CC=CC=2)[C-]2C=CC=C2)=CC=1.Cl[Pd]Cl.[Fe+2].O. The product is [CH2:4]([CH:3]([CH2:10][CH2:11][CH2:12][CH2:13][CH2:14][CH2:15][CH2:16][CH3:17])[CH2:2][C:22]1[CH:26]=[CH:25][S:24][CH:23]=1)[CH2:5][CH2:6][CH2:7][CH2:8][CH3:9]. The yield is 0.890. (6) The reactants are [NH2:1][C:2]1[CH:7]=[CH:6][C:5]([C:8]([NH:10][CH2:11][CH2:12][C:13]([O:15]CC)=[O:14])=[O:9])=[CH:4][CH:3]=1.[CH2:18]([C:20]1[C:24]([CH:25](O)[CH2:26][CH:27]([CH3:29])[CH3:28])=[CH:23][N:22]([C:31]2[CH:36]=[CH:35][C:34]([O:37][CH3:38])=[CH:33][CH:32]=2)[N:21]=1)[CH3:19]. No catalyst specified. The product is [CH2:18]([C:20]1[C:24]([CH:25]([NH:1][C:2]2[CH:3]=[CH:4][C:5]([C:8]([NH:10][CH2:11][CH2:12][C:13]([OH:15])=[O:14])=[O:9])=[CH:6][CH:7]=2)[CH2:26][CH:27]([CH3:29])[CH3:28])=[CH:23][N:22]([C:31]2[CH:32]=[CH:33][C:34]([O:37][CH3:38])=[CH:35][CH:36]=2)[N:21]=1)[CH3:19]. The yield is 0.250. (7) The reactants are [O-]P([O-])([O-])=O.[K+].[K+].[K+].CN(C)P(N(C)C)N(C)C.I[C:20]1[CH:21]=[C:22]([CH3:27])[CH:23]=[C:24]([CH3:26])[CH:25]=1.[CH3:28][NH:29][CH:30]=[O:31].CCCCCCCCCCCC. The product is [CH3:26][C:24]1[CH:25]=[C:20]([N:29]([CH3:28])[CH:30]=[O:31])[CH:21]=[C:22]([CH3:27])[CH:23]=1. The catalyst is C(OCC)(=O)C.[Cu]I.C1(C)C=CC=CC=1. The yield is 0.760.